Dataset: TCR-epitope binding with 47,182 pairs between 192 epitopes and 23,139 TCRs. Task: Binary Classification. Given a T-cell receptor sequence (or CDR3 region) and an epitope sequence, predict whether binding occurs between them. (1) The epitope is LPPIVAKEI. The TCR CDR3 sequence is CASSSHRGEGAFF. Result: 0 (the TCR does not bind to the epitope). (2) The epitope is PROT_97E67BCC. The TCR CDR3 sequence is CASSQDEVVGGGYGYTF. Result: 0 (the TCR does not bind to the epitope). (3) The epitope is YLQPRTFLL. The TCR CDR3 sequence is CASSLVQGGNTGELFF. Result: 1 (the TCR binds to the epitope). (4) The epitope is SEISMDNSPNL. The TCR CDR3 sequence is CASVGPSGETQYF. Result: 1 (the TCR binds to the epitope). (5) The epitope is EIYKRWII. The TCR CDR3 sequence is CASSWWETSHEQFF. Result: 0 (the TCR does not bind to the epitope).